This data is from Forward reaction prediction with 1.9M reactions from USPTO patents (1976-2016). The task is: Predict the product of the given reaction. (1) Given the reactants [CH3:1][C:2]1[C:3]([N+:12]([O-:14])=[O:13])=[C:4]([CH2:8][C:9](O)=[O:10])[CH:5]=[CH:6][CH:7]=1, predict the reaction product. The product is: [CH3:1][C:2]1[C:3]([N+:12]([O-:14])=[O:13])=[C:4]([CH:5]=[CH:6][CH:7]=1)[CH2:8][CH2:9][OH:10]. (2) Given the reactants [CH:1]1([C@@:6]([OH:16])([C:10]2[CH:15]=[CH:14][CH:13]=[CH:12][CH:11]=2)[C:7]([OH:9])=[O:8])[CH2:5][CH2:4][CH2:3][CH2:2]1.[C:17]([O:21][C:22]([N:24]1[CH2:28][CH2:27][C@H:26](O)[CH2:25]1)=[O:23])([CH3:20])([CH3:19])[CH3:18].C1(P(C2C=CC=CC=2)C2C=CC=CC=2)C=CC=CC=1.N(C(OC(C)C)=O)=NC(OC(C)C)=O, predict the reaction product. The product is: [C:17]([O:21][C:22]([N:24]1[CH2:28][CH2:27][C@@H:26]([O:8][C:7](=[O:9])[C@:6]([CH:1]2[CH2:5][CH2:4][CH2:3][CH2:2]2)([OH:16])[C:10]2[CH:11]=[CH:12][CH:13]=[CH:14][CH:15]=2)[CH2:25]1)=[O:23])([CH3:20])([CH3:18])[CH3:19]. (3) Given the reactants CC(C)([O-])C.[K+].[Cl-].[CH3:8][O:9][CH2:10][P+](C1C=CC=CC=1)(C1C=CC=CC=1)C1C=CC=CC=1.[F:30][C:31]1[CH:32]=[C:33]([C:39]2[CH:44]=[CH:43][C:42]([C:45]([F:48])([F:47])[F:46])=[CH:41][CH:40]=2)[CH:34]=[CH:35][C:36]=1[CH:37]=O.CCOC(C)=O.CCCCCC, predict the reaction product. The product is: [F:30][C:31]1[CH:32]=[C:33]([C:39]2[CH:44]=[CH:43][C:42]([C:45]([F:48])([F:47])[F:46])=[CH:41][CH:40]=2)[CH:34]=[CH:35][C:36]=1[CH:37]=[CH:8][O:9][CH3:10]. (4) Given the reactants [CH2:1]([C:3]1[NH:4][CH:5]=[CH:6][CH:7]=1)[CH3:2].[CH3:8][O:9][C:10]1[CH:15]=[CH:14][C:13]([S:16](Cl)(=[O:18])=[O:17])=[CH:12][CH:11]=1.[H-].[Na+], predict the reaction product. The product is: [CH2:1]([C:3]1[N:4]([S:16]([C:13]2[CH:12]=[CH:11][C:10]([O:9][CH3:8])=[CH:15][CH:14]=2)(=[O:18])=[O:17])[CH:5]=[CH:6][CH:7]=1)[CH3:2]. (5) Given the reactants Br[C:2]1[S:3][C:4]([C:7]([O:9][CH2:10][CH3:11])=[O:8])=[CH:5][N:6]=1.[Cl:12][C:13]1[CH:14]=[C:15]([OH:19])[CH:16]=[CH:17][CH:18]=1.C(=O)([O-])[O-].[K+].[K+].O, predict the reaction product. The product is: [Cl:12][C:13]1[CH:14]=[C:15]([CH:16]=[CH:17][CH:18]=1)[O:19][C:2]1[S:3][C:4]([C:7]([O:9][CH2:10][CH3:11])=[O:8])=[CH:5][N:6]=1. (6) Given the reactants [CH3:1][O:2][C:3](=[O:36])[C@@H:4]([N:15]([CH2:24][CH:25]([NH:27][C:28]1[CH:33]=[CH:32][C:31]([Cl:34])=[C:30]([Cl:35])[CH:29]=1)[CH3:26])[C:16](=[O:23])[CH2:17][CH:18](OC)OC)[CH2:5][CH2:6][O:7][CH2:8][C:9]1[CH:14]=[CH:13][CH:12]=[CH:11][CH:10]=1.FC(F)(F)C(O)=O.C([SiH](CC)CC)C.C(N(CC)CC)C, predict the reaction product. The product is: [CH3:1][O:2][C:3](=[O:36])[C@@H:4]([N:15]1[C:16](=[O:23])[CH2:17][CH2:18][N:27]([C:28]2[CH:33]=[CH:32][C:31]([Cl:34])=[C:30]([Cl:35])[CH:29]=2)[CH:25]([CH3:26])[CH2:24]1)[CH2:5][CH2:6][O:7][CH2:8][C:9]1[CH:10]=[CH:11][CH:12]=[CH:13][CH:14]=1. (7) The product is: [F:36][C:2]([F:1])([F:35])[C:3]1[CH:4]=[C:5]([CH:28]=[C:29]([C:31]([F:32])([F:33])[F:34])[CH:30]=1)[CH2:6][N:7]([C@@H:14]1[C:20]2=[CH:21][C:22]3[CH2:23][O:24][CH2:25][C:26]=3[C:27]([Br:37])=[C:19]2[NH:18][CH2:17][CH2:16][CH2:15]1)[C:8]1[N:9]=[N:10][N:11]([CH3:13])[N:12]=1. Given the reactants [F:1][C:2]([F:36])([F:35])[C:3]1[CH:4]=[C:5]([CH:28]=[C:29]([C:31]([F:34])([F:33])[F:32])[CH:30]=1)[CH2:6][N:7]([C@@H:14]1[C:20]2=[CH:21][C:22]3[CH2:23][O:24][CH2:25][C:26]=3[CH:27]=[C:19]2[NH:18][CH2:17][CH2:16][CH2:15]1)[C:8]1[N:9]=[N:10][N:11]([CH3:13])[N:12]=1.[Br:37]NC(=O)CCC(N)=O.C(=O)(O)[O-].[Na+].O, predict the reaction product. (8) Given the reactants [CH3:1][C:2]1[CH:3]=[CH:4][CH:5]=[C:6]2[C:11]=1[C:10]([CH2:12][OH:13])=[CH:9][CH:8]=[CH:7]2, predict the reaction product. The product is: [CH3:1][C:2]1[CH:3]=[CH:4][CH:5]=[C:6]2[C:11]=1[C:10]([CH:12]=[O:13])=[CH:9][CH:8]=[CH:7]2.